This data is from NCI-60 drug combinations with 297,098 pairs across 59 cell lines. The task is: Regression. Given two drug SMILES strings and cell line genomic features, predict the synergy score measuring deviation from expected non-interaction effect. (1) Drug 1: CC1=C(N=C(N=C1N)C(CC(=O)N)NCC(C(=O)N)N)C(=O)NC(C(C2=CN=CN2)OC3C(C(C(C(O3)CO)O)O)OC4C(C(C(C(O4)CO)O)OC(=O)N)O)C(=O)NC(C)C(C(C)C(=O)NC(C(C)O)C(=O)NCCC5=NC(=CS5)C6=NC(=CS6)C(=O)NCCC[S+](C)C)O. Drug 2: C1C(C(OC1N2C=NC3=C2NC=NCC3O)CO)O. Cell line: RPMI-8226. Synergy scores: CSS=8.95, Synergy_ZIP=-2.95, Synergy_Bliss=-4.50, Synergy_Loewe=-3.52, Synergy_HSA=-1.84. (2) Drug 1: C1=NC(=NC(=O)N1C2C(C(C(O2)CO)O)O)N. Drug 2: C1CN(P(=O)(OC1)NCCCl)CCCl. Cell line: HL-60(TB). Synergy scores: CSS=53.6, Synergy_ZIP=0.828, Synergy_Bliss=1.29, Synergy_Loewe=-32.8, Synergy_HSA=-0.277. (3) Drug 1: CN1CCC(CC1)COC2=C(C=C3C(=C2)N=CN=C3NC4=C(C=C(C=C4)Br)F)OC. Drug 2: CN(C(=O)NC(C=O)C(C(C(CO)O)O)O)N=O. Cell line: SK-OV-3. Synergy scores: CSS=14.0, Synergy_ZIP=-7.53, Synergy_Bliss=-6.05, Synergy_Loewe=-24.5, Synergy_HSA=-5.98. (4) Drug 1: CC12CCC3C(C1CCC2=O)CC(=C)C4=CC(=O)C=CC34C. Drug 2: CC(C)(C#N)C1=CC(=CC(=C1)CN2C=NC=N2)C(C)(C)C#N. Cell line: NCI-H226. Synergy scores: CSS=39.5, Synergy_ZIP=-0.0627, Synergy_Bliss=3.16, Synergy_Loewe=4.14, Synergy_HSA=3.73. (5) Drug 1: CC1C(C(CC(O1)OC2CC(CC3=C2C(=C4C(=C3O)C(=O)C5=C(C4=O)C(=CC=C5)OC)O)(C(=O)CO)O)N)O.Cl. Synergy scores: CSS=-0.287, Synergy_ZIP=1.56, Synergy_Bliss=8.31, Synergy_Loewe=1.35, Synergy_HSA=2.04. Cell line: LOX IMVI. Drug 2: COCCOC1=C(C=C2C(=C1)C(=NC=N2)NC3=CC=CC(=C3)C#C)OCCOC.Cl. (6) Drug 1: CC1=C2C(C(=O)C3(C(CC4C(C3C(C(C2(C)C)(CC1OC(=O)C(C(C5=CC=CC=C5)NC(=O)OC(C)(C)C)O)O)OC(=O)C6=CC=CC=C6)(CO4)OC(=O)C)OC)C)OC. Drug 2: CN1C(=O)N2C=NC(=C2N=N1)C(=O)N. Cell line: SF-268. Synergy scores: CSS=27.7, Synergy_ZIP=0.409, Synergy_Bliss=-2.15, Synergy_Loewe=-18.2, Synergy_HSA=-2.68.